Task: Predict the product of the given reaction.. Dataset: Forward reaction prediction with 1.9M reactions from USPTO patents (1976-2016) (1) Given the reactants C([O:8][C:9]1[CH:19]=[C:18]([N+:20]([O-:22])=[O:21])[CH:17]=[CH:16][C:10]=1[O:11][CH2:12][C@H:13]1[CH2:15][O:14]1)C1C=CC=CC=1.[C:23](=O)(O)[O-].[Na+].C(O)C, predict the reaction product. The product is: [N+:20]([C:18]1[CH:17]=[CH:16][C:10]2[O:11][CH2:12][C@@H:13]([CH:15]([OH:14])[CH3:23])[O:8][C:9]=2[CH:19]=1)([O-:22])=[O:21]. (2) Given the reactants [OH:1][CH2:2][C:3]([CH3:8])([CH3:7])[C:4]([OH:6])=[O:5].Br[CH:10]([CH3:12])[CH3:11].C([O-])([O-])=O.[Cs+].[Cs+], predict the reaction product. The product is: [OH:1][CH2:2][C:3]([CH3:8])([CH3:7])[C:4]([O:6][CH:10]([CH3:12])[CH3:11])=[O:5]. (3) Given the reactants [Cl:1][C:2]1[N:3]=[CH:4][C:5]2[CH:10]=[C:9]([CH:11]([O:15][CH2:16][CH3:17])[O:12][CH2:13][CH3:14])[N:8]([CH2:18][CH2:19][NH:20][C:21](=[O:27])[O:22][C:23]([CH3:26])([CH3:25])[CH3:24])[C:6]=2[N:7]=1.[I:28]N1C(C)(C)C(=O)N(I)C1=O.C([O-])(O)=O.[Na+], predict the reaction product. The product is: [Cl:1][C:2]1[N:3]=[CH:4][C:5]2[C:10]([I:28])=[C:9]([CH:11]([O:15][CH2:16][CH3:17])[O:12][CH2:13][CH3:14])[N:8]([CH2:18][CH2:19][NH:20][C:21](=[O:27])[O:22][C:23]([CH3:25])([CH3:24])[CH3:26])[C:6]=2[N:7]=1. (4) Given the reactants Br[CH2:2][C:3](=O)[CH3:4].C(#N)C.C(=O)([O-])O.[Na+].[CH3:14][C:15]1[CH:20]=[C:19]([C:21]([F:24])([F:23])[F:22])[CH:18]=[CH:17][N:16]=1, predict the reaction product. The product is: [CH3:4][C:3]1[CH:14]=[C:15]2[N:16]([CH:2]=1)[CH:17]=[CH:18][C:19]([C:21]([F:22])([F:24])[F:23])=[CH:20]2. (5) Given the reactants [C:1]([C:5]1[CH:10]=[CH:9][C:8]([CH2:11][C:12]([CH3:18])=[CH:13][O:14][C:15](=[O:17])[CH3:16])=[CH:7][CH:6]=1)([CH3:4])([CH3:3])[CH3:2].CC(C)([O-])C.[K+].[O:25]=[C:26]([CH2:32][CH2:33][CH2:34][CH2:35][CH2:36][CH2:37][CH3:38])[CH2:27]CC(Cl)=O, predict the reaction product. The product is: [C:1]([C:5]1[CH:6]=[CH:7][C:8]([CH2:11][C:12]([CH3:18])=[CH:13][O:14][C:15](=[O:17])[CH2:16][CH2:27][C:26](=[O:25])[CH2:32][CH2:33][CH2:34][CH2:35][CH2:36][CH2:37][CH3:38])=[CH:9][CH:10]=1)([CH3:4])([CH3:2])[CH3:3]. (6) Given the reactants C(OC([N:8]1[CH2:11][CH:10]([NH:12][C:13]2[CH:14]=[C:15]3[C:24](=[CH:25][C:26]=2[CH:27]2[CH2:29][CH2:28]2)[O:23][CH2:22][C:21]2[N:16]3[C@H:17]([CH3:31])[C:18](=[O:30])[NH:19][N:20]=2)[CH2:9]1)=O)(C)(C)C.[C:32]([OH:38])([C:34]([F:37])([F:36])[F:35])=[O:33], predict the reaction product. The product is: [F:35][C:34]([F:37])([F:36])[C:32]([OH:38])=[O:33].[NH:8]1[CH2:9][CH:10]([NH:12][C:13]2[CH:14]=[C:15]3[C:24](=[CH:25][C:26]=2[CH:27]2[CH2:28][CH2:29]2)[O:23][CH2:22][C:21]2[N:16]3[C@H:17]([CH3:31])[C:18](=[O:30])[NH:19][N:20]=2)[CH2:11]1. (7) Given the reactants [NH2:1][CH2:2][C:3]1[CH:8]=[CH:7][C:6]([NH:9][C:10](=[O:20])[C:11]2[CH:16]=[CH:15][C:14]([CH3:17])=[C:13]([C:18]#[CH:19])[CH:12]=2)=[CH:5][C:4]=1[C:21]([F:24])([F:23])[F:22].Cl.Cl[CH2:27][CH2:28][N:29]([CH2:31][CH2:32]Cl)[CH3:30].C(=O)([O-])[O-].[K+].[K+], predict the reaction product. The product is: [C:18]([C:13]1[CH:12]=[C:11]([CH:16]=[CH:15][C:14]=1[CH3:17])[C:10]([NH:9][C:6]1[CH:7]=[CH:8][C:3]([CH2:2][N:1]2[CH2:32][CH2:31][N:29]([CH3:30])[CH2:28][CH2:27]2)=[C:4]([C:21]([F:22])([F:23])[F:24])[CH:5]=1)=[O:20])#[CH:19]. (8) Given the reactants C(O[CH:5]([C:12]1[CH:17]=[CH:16][C:15]([CH3:18])=[CH:14][CH:13]=1)[C:6](=[CH2:11])[C:7]([O:9][CH3:10])=[O:8])(=O)C.[NH3:19].CO, predict the reaction product. The product is: [NH2:19][CH2:11]/[C:6](=[CH:5]\[C:12]1[CH:17]=[CH:16][C:15]([CH3:18])=[CH:14][CH:13]=1)/[C:7]([O:9][CH3:10])=[O:8]. (9) Given the reactants [CH3:1][S:2]([N:5]1[C:10]2[CH:11]=[C:12]([CH2:15][N:16]3[CH2:21][CH2:20][NH:19][CH2:18][CH2:17]3)[CH:13]=[CH:14][C:9]=2[O:8][CH2:7][CH2:6]1)(=[O:4])=[O:3].CS(O[CH2:27][CH2:28][O:29][C:30]1[CH:39]=[CH:38][CH:37]=[C:36]2[C:31]=1[CH:32]=[N:33][C:34]([CH3:40])=[N:35]2)(=O)=O, predict the reaction product. The product is: [CH3:1][S:2]([N:5]1[C:10]2[CH:11]=[C:12]([CH2:15][N:16]3[CH2:17][CH2:18][N:19]([CH2:27][CH2:28][O:29][C:30]4[CH:39]=[CH:38][CH:37]=[C:36]5[C:31]=4[CH:32]=[N:33][C:34]([CH3:40])=[N:35]5)[CH2:20][CH2:21]3)[CH:13]=[CH:14][C:9]=2[O:8][CH2:7][CH2:6]1)(=[O:4])=[O:3]. (10) The product is: [CH3:3][N:4]([CH3:12])/[CH:5]=[CH:15]/[C:2](=[O:1])[CH2:3][N:4]1[C:5](=[O:14])[C:6]2[C:11](=[CH:10][CH:9]=[CH:8][CH:7]=2)[C:12]1=[O:13]. Given the reactants [O:1]=[C:2]([CH3:15])[CH2:3][N:4]1[C:12](=[O:13])[C:11]2[C:6](=[CH:7][CH:8]=[CH:9][CH:10]=2)[C:5]1=[O:14], predict the reaction product.